From a dataset of Forward reaction prediction with 1.9M reactions from USPTO patents (1976-2016). Predict the product of the given reaction. (1) Given the reactants Cl[C:2]1[CH:7]=[C:6]([O:8][C:9]2[C:18]3[C:13](=[CH:14][CH:15]=[CH:16][CH:17]=3)[C:12]([NH:19][C:20](=[O:26])[O:21][C:22]([CH3:25])([CH3:24])[CH3:23])=[CH:11][CH:10]=2)[CH:5]=[CH:4][N:3]=1.[NH2:27][C:28]1[CH:33]=[CH:32][C:31]([P:34](=[O:41])([O:38][CH2:39][CH3:40])[O:35][CH2:36][CH3:37])=[C:30]([O:42][CH3:43])[CH:29]=1.C(=O)([O-])[O-].[K+].[K+].CC(C1C=C(C(C)C)C(C2C(P(C3CCCCC3)C3CCCCC3)=C(OC)C=CC=2OC)=C(C(C)C)C=1)C, predict the reaction product. The product is: [CH2:39]([O:38][P:34]([C:31]1[CH:32]=[CH:33][C:28]([NH:27][C:2]2[CH:7]=[C:6]([O:8][C:9]3[C:18]4[C:13](=[CH:14][CH:15]=[CH:16][CH:17]=4)[C:12]([NH:19][C:20](=[O:26])[O:21][C:22]([CH3:25])([CH3:24])[CH3:23])=[CH:11][CH:10]=3)[CH:5]=[CH:4][N:3]=2)=[CH:29][C:30]=1[O:42][CH3:43])([O:35][CH2:36][CH3:37])=[O:41])[CH3:40]. (2) Given the reactants [CH3:1][C:2]1[CH:6]=[CH:5][S:4][C:3]=1[C:7]1[CH2:12][N:11]([C:13]([O:15][C:16]([CH3:19])([CH3:18])[CH3:17])=[O:14])[CH2:10][CH2:9][C:8]=1[C:20]([O:22][CH2:23][CH3:24])=[O:21].[Mg].[Cl-].[NH4+], predict the reaction product. The product is: [CH3:1][C:2]1[CH:6]=[CH:5][S:4][C:3]=1[C@@H:7]1[C@@H:8]([C:20]([O:22][CH2:23][CH3:24])=[O:21])[CH2:9][CH2:10][N:11]([C:13]([O:15][C:16]([CH3:17])([CH3:19])[CH3:18])=[O:14])[CH2:12]1. (3) Given the reactants [Cl:1][C:2]1[C:7]([I:8])=[C:6](O)[N:5]=[C:4]([S:10][CH3:11])[N:3]=1.P(Cl)(Cl)([Cl:14])=O, predict the reaction product. The product is: [Cl:1][C:2]1[C:7]([I:8])=[C:6]([Cl:14])[N:5]=[C:4]([S:10][CH3:11])[N:3]=1. (4) Given the reactants C([N:3]([C:29](=O)C1C=CC(O)=CC=1)[C:4]1[CH:9]=[C:8]([O:10][CH3:11])[CH:7]=[CH:6][C:5]=1[CH:12]1[CH2:21][CH2:20][C:19]2[CH:18]=[C:17]([O:22]C(=O)C(C)(C)C)[CH:16]=[CH:15][C:14]=2[CH2:13]1)C.Cl[CH2:39][C:40]([NH:42][CH:43]1[CH2:45][CH2:44]1)=O, predict the reaction product. The product is: [CH:43]1([NH:42][CH2:40][CH2:39][O:10][C:8]2[CH:9]=[CH:4][C:5]([CH2:12][CH2:13][CH2:29][NH:3][C:4]3[CH:9]=[C:8]([O:10][CH3:11])[CH:7]=[CH:6][C:5]=3[CH:12]3[CH2:21][CH2:20][C:19]4[CH:18]=[C:17]([OH:22])[CH:16]=[CH:15][C:14]=4[CH2:13]3)=[CH:6][CH:7]=2)[CH2:45][CH2:44]1. (5) The product is: [CH2:11]([O:10][C:8]([N:5]1[CH2:4][CH2:3][CH:2]([N:1]2[CH2:13][C:22]([C:21](=[O:31])[N:20]([CH2:19][C:18]3[CH:33]=[CH:34][C:35]([Cl:36])=[C:16]([Cl:15])[CH:17]=3)[CH3:32])=[C:23]([OH:24])[C:27]2=[O:28])[CH2:7][CH2:6]1)=[O:9])[CH3:12]. Given the reactants [NH2:1][CH:2]1[CH2:7][CH2:6][N:5]([C:8]([O:10][CH2:11][CH3:12])=[O:9])[CH2:4][CH2:3]1.[CH2:13]=O.[Cl:15][C:16]1[CH:17]=[C:18]([CH:33]=[CH:34][C:35]=1[Cl:36])[CH2:19][N:20]([CH3:32])[C:21](=[O:31])[CH:22]=[C:23]1[C:27](=[O:28])OC(C)(C)[O:24]1, predict the reaction product. (6) Given the reactants [C:1]([C:5]1[N:10]=[C:9]([N:11]2[CH2:16][CH2:15][N:14]([CH2:17][CH2:18][CH2:19][OH:20])[CH2:13][CH2:12]2)[CH:8]=[C:7]([CH:21]2[CH2:23][CH2:22]2)[N:6]=1)([CH3:4])([CH3:3])[CH3:2].C([Li])CCC.[CH2:29]([O:36][C:37]1[CH:42]=[CH:41][N:40]=[C:39](S(C)(=O)=O)[N:38]=1)[C:30]1[CH:35]=[CH:34][CH:33]=[CH:32][CH:31]=1, predict the reaction product. The product is: [CH2:29]([O:36][C:37]1[CH:42]=[CH:41][N:40]=[C:39]([O:20][CH2:19][CH2:18][CH2:17][N:14]2[CH2:13][CH2:12][N:11]([C:9]3[CH:8]=[C:7]([CH:21]4[CH2:23][CH2:22]4)[N:6]=[C:5]([C:1]([CH3:4])([CH3:2])[CH3:3])[N:10]=3)[CH2:16][CH2:15]2)[N:38]=1)[C:30]1[CH:31]=[CH:32][CH:33]=[CH:34][CH:35]=1. (7) The product is: [CH3:47][N:46]([CH3:48])[C:41]1[CH:42]=[C:43]2[C:38](=[CH:39][CH:40]=1)[C:37](=[O:49])[N:36]([C:32]1[C:26]([CH2:27][OH:28])=[C:25]([C:11]3[CH:12]=[C:7]([NH:6][C:4]([NH:3][CH2:1][CH3:2])=[O:5])[C:8](=[O:23])[N:9]([CH3:22])[CH:10]=3)[CH:35]=[CH:34][CH:33]=1)[CH:45]=[CH:44]2. Given the reactants [CH2:1]([NH:3][C:4]([NH:6][C:7]1[C:8](=[O:23])[N:9]([CH3:22])[CH:10]=[C:11](B2OC(C)(C)C(C)(C)O2)[CH:12]=1)=[O:5])[CH3:2].Br[C:25]1[CH:35]=[CH:34][CH:33]=[C:32]([N:36]2[CH:45]=[CH:44][C:43]3[C:38](=[CH:39][CH:40]=[C:41]([N:46]([CH3:48])[CH3:47])[CH:42]=3)[C:37]2=[O:49])[C:26]=1[CH2:27][O:28]C(=O)C.P([O-])([O-])([O-])=O.[K+].[K+].[K+].[OH-].[Li+], predict the reaction product. (8) Given the reactants C[Si]([C:5]#[C:6][C:7]1[CH:12]=[C:11]([O:13][CH2:14][CH2:15][CH2:16][CH2:17][CH2:18][CH2:19][CH2:20][CH3:21])[C:10]([C:22]#[C:23][Si](C)(C)C)=[CH:9][C:8]=1[O:28][CH2:29][CH2:30][CH2:31][CH2:32][CH2:33][CH2:34][CH2:35][CH3:36])(C)C.[OH-].[Na+].O, predict the reaction product. The product is: [C:6]([C:7]1[CH:12]=[C:11]([O:13][CH2:14][CH2:15][CH2:16][CH2:17][CH2:18][CH2:19][CH2:20][CH3:21])[C:10]([C:22]#[CH:23])=[CH:9][C:8]=1[O:28][CH2:29][CH2:30][CH2:31][CH2:32][CH2:33][CH2:34][CH2:35][CH3:36])#[CH:5]. (9) Given the reactants ClCCl.FC(F)(F)[C:6]([OH:8])=[O:7].Cl[C:12]([O:14][CH:15](Cl)[CH3:16])=O.C(Cl)(Cl)Cl, predict the reaction product. The product is: [CH3:12][O:14][CH:15]([O:7][CH3:6])[CH3:16].[C:6](=[O:8])=[O:7].